From a dataset of Catalyst prediction with 721,799 reactions and 888 catalyst types from USPTO. Predict which catalyst facilitates the given reaction. (1) Product: [CH3:17][S:14]([C:10]1[CH:9]=[C:8]([C:6]2[N:7]=[C:2]([NH:30][C:31]3[CH:40]=[C:39]4[C:34]([CH2:35][CH2:36][C:37](=[O:41])[NH:38]4)=[CH:33][CH:32]=3)[C:3]3[NH:20][N:19]=[CH:18][C:4]=3[N:5]=2)[CH:13]=[CH:12][CH:11]=1)(=[O:16])=[O:15]. The catalyst class is: 71. Reactant: Cl[C:2]1[C:3]2[C:4](=[CH:18][N:19](CC3C=CC(OC)=CC=3)[N:20]=2)[N:5]=[C:6]([C:8]2[CH:13]=[CH:12][CH:11]=[C:10]([S:14]([CH3:17])(=[O:16])=[O:15])[CH:9]=2)[N:7]=1.[NH2:30][C:31]1[CH:40]=[C:39]2[C:34]([CH2:35][CH2:36][C:37](=[O:41])[NH:38]2)=[CH:33][CH:32]=1.Cl. (2) Reactant: CO[C:3]([C:5]1[N:6]=[C:7]([C:23]#[N:24])[C:8]2[C:13]([C:14]=1[OH:15])=[CH:12][CH:11]=[C:10]([O:16][C:17]1[CH:22]=[CH:21][CH:20]=[CH:19][CH:18]=1)[CH:9]=2)=[O:4].Cl.[NH2:26][C@@H:27]([CH3:32])[CH2:28][C:29]([OH:31])=[O:30].C[O-].[Na+]. Product: [C:23]([C:7]1[C:8]2[C:13](=[CH:12][CH:11]=[C:10]([O:16][C:17]3[CH:22]=[CH:21][CH:20]=[CH:19][CH:18]=3)[CH:9]=2)[C:14]([OH:15])=[C:5]([C:3]([NH:26][C@@H:27]([CH3:32])[CH2:28][C:29]([OH:31])=[O:30])=[O:4])[N:6]=1)#[N:24]. The catalyst class is: 141.